Task: Predict the reactants needed to synthesize the given product.. Dataset: Full USPTO retrosynthesis dataset with 1.9M reactions from patents (1976-2016) (1) Given the product [Cl:24][C:6]1[N:11]=[C:10]2[C:12]([Cl:16])=[N:13][CH:14]=[CH:15][C:9]2=[N:8][C:7]=1[CH3:17], predict the reactants needed to synthesize it. The reactants are: CS(O[C:6]1[N:11]=[C:10]2[C:12]([Cl:16])=[N:13][CH:14]=[CH:15][C:9]2=[N:8][C:7]=1[CH3:17])(=O)=O.O1CCOCC1.[ClH:24]. (2) Given the product [C:1]([C@@H:3]([NH:8][C:9]([C@@H:11]1[CH2:16][CH2:15][CH2:14][CH2:13][C@@H:12]1[NH:17][C:37]([C:29]1[N:28]([CH2:27][CH2:26][O:25][CH2:24][CH2:23][O:22][Si:21]([CH:43]([CH3:45])[CH3:44])([CH:40]([CH3:42])[CH3:41])[CH:18]([CH3:19])[CH3:20])[C:36]2[C:31]([CH:30]=1)=[CH:32][CH:33]=[CH:34][CH:35]=2)=[O:38])=[O:10])[CH2:4][CH:5]([CH3:7])[CH3:6])#[N:2], predict the reactants needed to synthesize it. The reactants are: [C:1]([C@@H:3]([NH:8][C:9]([C@@H:11]1[CH2:16][CH2:15][CH2:14][CH2:13][C@@H:12]1[NH2:17])=[O:10])[CH2:4][CH:5]([CH3:7])[CH3:6])#[N:2].[CH:18]([Si:21]([CH:43]([CH3:45])[CH3:44])([CH:40]([CH3:42])[CH3:41])[O:22][CH2:23][CH2:24][O:25][CH2:26][CH2:27][N:28]1[C:36]2[C:31](=[CH:32][CH:33]=[CH:34][CH:35]=2)[CH:30]=[C:29]1[C:37](O)=[O:38])([CH3:20])[CH3:19].